This data is from Full USPTO retrosynthesis dataset with 1.9M reactions from patents (1976-2016). The task is: Predict the reactants needed to synthesize the given product. Given the product [NH:28]1[CH:29]=[CH:24][CH:25]=[N:26][CH2:27]1.[C:1]([N:8]1[CH2:9][CH2:10][CH2:11][CH2:12][CH2:13]1)([O:3][C:4]([CH3:7])([CH3:6])[CH3:5])=[O:2], predict the reactants needed to synthesize it. The reactants are: [C:1]([N:8]1[CH2:13][CH2:12][CH:11](CBr)[CH2:10][CH2:9]1)([O:3][C:4]([CH3:7])([CH3:6])[CH3:5])=[O:2].[H-].[Na+].C(OC([C:24]1[CH:25](C2C=CC=C(Cl)C=2)[N:26]=[C:27](OC)[NH:28][C:29]=1C)=O)(C)C.N1CCCCC1.N1C=CC=NC1.